This data is from NCI-60 drug combinations with 297,098 pairs across 59 cell lines. The task is: Regression. Given two drug SMILES strings and cell line genomic features, predict the synergy score measuring deviation from expected non-interaction effect. (1) Drug 1: C1C(C(OC1N2C=NC3=C(N=C(N=C32)Cl)N)CO)O. Drug 2: CCC1(CC2CC(C3=C(CCN(C2)C1)C4=CC=CC=C4N3)(C5=C(C=C6C(=C5)C78CCN9C7C(C=CC9)(C(C(C8N6C)(C(=O)OC)O)OC(=O)C)CC)OC)C(=O)OC)O.OS(=O)(=O)O. Cell line: OVCAR-5. Synergy scores: CSS=37.0, Synergy_ZIP=-0.329, Synergy_Bliss=-0.169, Synergy_Loewe=-2.21, Synergy_HSA=0.729. (2) Drug 1: C1=NNC2=C1C(=O)NC=N2. Drug 2: N.N.Cl[Pt+2]Cl. Cell line: NCI-H322M. Synergy scores: CSS=-0.888, Synergy_ZIP=0.00235, Synergy_Bliss=0.472, Synergy_Loewe=-1.66, Synergy_HSA=-1.60. (3) Drug 1: CC1=C2C(C(=O)C3(C(CC4C(C3C(C(C2(C)C)(CC1OC(=O)C(C(C5=CC=CC=C5)NC(=O)OC(C)(C)C)O)O)OC(=O)C6=CC=CC=C6)(CO4)OC(=O)C)OC)C)OC. Drug 2: CC1C(C(CC(O1)OC2CC(CC3=C2C(=C4C(=C3O)C(=O)C5=C(C4=O)C(=CC=C5)OC)O)(C(=O)C)O)N)O.Cl. Cell line: NCI-H322M. Synergy scores: CSS=43.5, Synergy_ZIP=9.07, Synergy_Bliss=11.7, Synergy_Loewe=-9.50, Synergy_HSA=12.7. (4) Drug 1: CCC1(CC2CC(C3=C(CCN(C2)C1)C4=CC=CC=C4N3)(C5=C(C=C6C(=C5)C78CCN9C7C(C=CC9)(C(C(C8N6C)(C(=O)OC)O)OC(=O)C)CC)OC)C(=O)OC)O.OS(=O)(=O)O. Drug 2: COC1=C2C(=CC3=C1OC=C3)C=CC(=O)O2. Cell line: COLO 205. Synergy scores: CSS=-2.38, Synergy_ZIP=-1.08, Synergy_Bliss=-4.43, Synergy_Loewe=-16.7, Synergy_HSA=-6.64. (5) Drug 1: C1=NC(=NC(=O)N1C2C(C(C(O2)CO)O)O)N. Drug 2: COC1=C2C(=CC3=C1OC=C3)C=CC(=O)O2. Cell line: TK-10. Synergy scores: CSS=19.2, Synergy_ZIP=-7.84, Synergy_Bliss=1.11, Synergy_Loewe=-11.8, Synergy_HSA=1.18. (6) Drug 1: C1=CN(C=N1)CC(O)(P(=O)(O)O)P(=O)(O)O. Drug 2: CN1C2=C(C=C(C=C2)N(CCCl)CCCl)N=C1CCCC(=O)O.Cl. Cell line: HCT116. Synergy scores: CSS=3.84, Synergy_ZIP=3.71, Synergy_Bliss=10.4, Synergy_Loewe=7.42, Synergy_HSA=3.43.